Dataset: Full USPTO retrosynthesis dataset with 1.9M reactions from patents (1976-2016). Task: Predict the reactants needed to synthesize the given product. (1) Given the product [O:14]=[C:13]1[N:12]2[CH:15]=[CH:16][CH:17]=[CH:18][C:11]2=[N:10][C:9]([CH2:19][CH2:20][CH3:21])=[C:8]1[C:5]1[CH:6]=[CH:7][C:2]([NH:44][C@@H:45]2[CH2:49][CH2:48][N:47]([C:50]([O:52][C:53]([CH3:56])([CH3:55])[CH3:54])=[O:51])[CH2:46]2)=[CH:3][CH:4]=1, predict the reactants needed to synthesize it. The reactants are: Cl[C:2]1[CH:7]=[CH:6][C:5]([C:8]2[C:13](=[O:14])[N:12]3[CH:15]=[CH:16][CH:17]=[CH:18][C:11]3=[N:10][C:9]=2[CH2:19][CH2:20][CH3:21])=[CH:4][CH:3]=1.C(C1N=C2C=CC=CN2C(=O)C=1C1C=CC(Cl)=CC=1)CCC.[NH2:44][C@@H:45]1[CH2:49][CH2:48][N:47]([C:50]([O:52][C:53]([CH3:56])([CH3:55])[CH3:54])=[O:51])[CH2:46]1.NC1CCCN(C(OC(C)(C)C)=O)C1. (2) Given the product [C:15]1([C:16]2[C:28](=[O:31])[O:29][CH2:30][C:11]=2[C:8]2[CH:7]=[CH:6][C:5]([S:2]([CH3:1])(=[O:3])=[O:4])=[CH:10][CH:9]=2)[CH:14]=[CH:13][CH:12]=[CH:17][CH:18]=1, predict the reactants needed to synthesize it. The reactants are: [CH3:1][S:2]([C:5]1[CH:10]=[CH:9][C:8]([C:11]2[CH:16]=[CH:15][CH:14]=[CH:13][C:12]=2[C:17]#[CH:18])=[CH:7][CH:6]=1)(=[O:4])=[O:3].CCN(CC)CC.C1[CH2:30][O:29][CH2:28]C1.[OH2:31]. (3) Given the product [OH:1][CH:2]([C:6]([CH2:11][C:12]([OH:14])=[O:13])([C:8]([OH:10])=[O:9])[OH:7])[C:3]([OH:5])=[O:4].[O:15]=[C:16]([CH2:18][N:19]([C:21](=[NH:22])[NH2:23])[CH3:20])[OH:17].[O:4]=[C:3]([CH2:2][N:19]([C:21](=[NH:22])[NH2:23])[CH3:18])[OH:5].[O:4]=[C:3]([CH2:2][N:19]([C:21](=[NH:22])[NH2:23])[CH3:18])[OH:5], predict the reactants needed to synthesize it. The reactants are: [OH:1][CH:2]([C:6]([CH2:11][C:12]([OH:14])=[O:13])([C:8]([OH:10])=[O:9])[OH:7])[C:3]([OH:5])=[O:4].[O:15]=[C:16]([CH2:18][N:19]([C:21](=[NH:23])[NH2:22])[CH3:20])[OH:17]. (4) Given the product [CH2:1]([N:8]1[C:16]2[C:11](=[CH:12][CH:13]=[C:14]([C:17]3[O:18][CH2:21][CH2:20][N:19]=3)[CH:15]=2)[C:10]([C:23]([NH:25][CH2:26][C:27]2[CH:32]=[CH:31][C:30]([F:33])=[C:29]([F:34])[CH:28]=2)=[O:24])=[C:9]1[CH:35]([CH3:37])[CH3:36])[C:2]1[CH:3]=[CH:4][CH:5]=[CH:6][CH:7]=1, predict the reactants needed to synthesize it. The reactants are: [CH2:1]([N:8]1[C:16]2[C:11](=[CH:12][CH:13]=[C:14]([C:17]([NH:19][CH2:20][CH2:21]O)=[O:18])[CH:15]=2)[C:10]([C:23]([NH:25][CH2:26][C:27]2[CH:32]=[CH:31][C:30]([F:33])=[C:29]([F:34])[CH:28]=2)=[O:24])=[C:9]1[CH:35]([CH3:37])[CH3:36])[C:2]1[CH:7]=[CH:6][CH:5]=[CH:4][CH:3]=1.CCN(CC)CC.CS(Cl)(=O)=O. (5) Given the product [C:28]1([C:19]2[CH:20]=[CH:21][CH:22]=[CH:23][CH:24]=2)[CH:29]=[CH:30][C:31]([C:6]([N:8]2[CH2:12][C:11](=[N:13][O:14][CH3:15])[CH2:10][C@H:9]2[C:16]([NH:34][CH2:35][CH:36]([OH:40])[C:37]([OH:39])=[O:38])=[O:18])=[O:7])=[CH:32][CH:33]=1, predict the reactants needed to synthesize it. The reactants are: C(O[C:6]([N:8]1[CH2:12][C:11](=[N:13][O:14][CH3:15])[CH2:10][C@H:9]1[C:16]([OH:18])=O)=[O:7])(C)(C)C.[C:19]1([C:28]2[CH:33]=[CH:32][CH:31]=[CH:30][CH:29]=2)[CH:24]=[CH:23][C:22](C(Cl)=O)=[CH:21][CH:20]=1.[NH2:34][CH2:35][CH:36]([OH:40])[C:37]([OH:39])=[O:38]. (6) Given the product [C:11]([NH:10][CH2:9][C:8]([C:5]1[CH:6]=[CH:7][C:2]([NH:1][C:22](=[O:23])[C:21]2[CH:25]=[CH:26][C:27]([O:28][CH3:29])=[C:19]([O:18][CH3:17])[CH:20]=2)=[CH:3][C:4]=1[F:16])([CH3:15])[CH3:14])(=[O:13])[CH3:12], predict the reactants needed to synthesize it. The reactants are: [NH2:1][C:2]1[CH:7]=[CH:6][C:5]([C:8]([CH3:15])([CH3:14])[CH2:9][NH:10][C:11](=[O:13])[CH3:12])=[C:4]([F:16])[CH:3]=1.[CH3:17][O:18][C:19]1[CH:20]=[C:21]([CH:25]=[CH:26][C:27]=1[O:28][CH3:29])[C:22](Cl)=[O:23].C(N(CC)CC)C.C(OC(C)C)(C)C. (7) Given the product [Cl:1][C:2]1[CH:3]=[N:4][N:5]2[CH:10]=[CH:9][C:8]([NH2:11])=[CH:7][C:6]=12, predict the reactants needed to synthesize it. The reactants are: [Cl:1][C:2]1[CH:3]=[N:4][N:5]2[CH:10]=[CH:9][C:8]([NH:11]C(=O)C(F)(F)F)=[CH:7][C:6]=12.C([O-])([O-])=O.[K+].[K+]. (8) Given the product [CH3:6][C:4]([CH3:3])([CH3:5])[CH:7]=[CH:17][C:18]([O:20][CH2:23][CH3:24])=[O:19], predict the reactants needed to synthesize it. The reactants are: [H-].[Na+].[CH3:3][C:4]([CH:7]=O)([CH3:6])[CH3:5].O.[C:18]([OH:20])(=[O:19])[CH2:17][C:17]([CH2:17][C:18]([OH:20])=[O:19])([C:18]([OH:20])=[O:19])O.[C:23]1(C)C=CC=C[CH:24]=1. (9) Given the product [OH:1][C@@:3]1([CH2:2][O:26][CH3:25])[CH2:8][CH2:7][CH2:6][CH2:5][C@H:4]1[N:9]1[C:13]([C:14]2[CH:15]=[CH:16][CH:17]=[CH:18][CH:19]=2)=[C:12]([C:20]([OH:22])=[O:21])[N:11]=[CH:10]1, predict the reactants needed to synthesize it. The reactants are: [O:1]1[C@:3]2([CH2:8][CH2:7][CH2:6][CH2:5][C@H:4]2[N:9]2[C:13]([C:14]3[CH:19]=[CH:18][CH:17]=[CH:16][CH:15]=3)=[C:12]([C:20]([O:22]CC)=[O:21])[N:11]=[CH:10]2)[CH2:2]1.[CH3:25][O-:26].[Na+].O.Cl.